Task: Predict the reactants needed to synthesize the given product.. Dataset: Full USPTO retrosynthesis dataset with 1.9M reactions from patents (1976-2016) (1) Given the product [CH3:1][C:2]1([CH3:29])[CH2:11][C:10]2[C:5](=[CH:6][CH:7]=[C:8]([C:12]([OH:14])=[O:13])[CH:9]=2)[NH:4][CH:3]1[C:16]1[CH:21]=[CH:20][CH:19]=[C:18]([C:22](=[O:28])[NH:23][S:24]([CH3:27])(=[O:26])=[O:25])[CH:17]=1, predict the reactants needed to synthesize it. The reactants are: [CH3:1][C:2]1([CH3:29])[CH2:11][C:10]2[C:5](=[CH:6][CH:7]=[C:8]([C:12]([O:14]C)=[O:13])[CH:9]=2)[NH:4][CH:3]1[C:16]1[CH:21]=[CH:20][CH:19]=[C:18]([C:22](=[O:28])[NH:23][S:24]([CH3:27])(=[O:26])=[O:25])[CH:17]=1.[OH-].[Na+].C(OCC)(=O)C. (2) Given the product [NH:16]1[CH2:19][CH2:18][C@H:17]1[CH2:20][O:21][C:22]1[CH:23]=[C:24]([C:28]2[CH:29]=[C:30]([CH2:34][C@@H:35]([OH:43])[CH2:36][C:37]3[CH:42]=[CH:41][CH:40]=[CH:39][CH:38]=3)[CH:31]=[CH:32][CH:33]=2)[CH:25]=[N:26][CH:27]=1, predict the reactants needed to synthesize it. The reactants are: FC(F)(F)C(O)=O.O.C(OC([N:16]1[CH2:19][CH2:18][C@H:17]1[CH2:20][O:21][C:22]1[CH:23]=[C:24]([C:28]2[CH:29]=[C:30]([CH2:34][C@@H:35]([OH:43])[CH2:36][C:37]3[CH:42]=[CH:41][CH:40]=[CH:39][CH:38]=3)[CH:31]=[CH:32][CH:33]=2)[CH:25]=[N:26][CH:27]=1)=O)(C)(C)C. (3) Given the product [N:18]([CH2:21][C@@H:22]([C:24]1[C:32]2[S:31][C:30](=[O:33])[NH:29][C:28]=2[C:27]([OH:34])=[CH:26][CH:25]=1)[OH:23])=[N+:19]=[N-:20], predict the reactants needed to synthesize it. The reactants are: C1C2C(=CC=CC=2)[C@@H](N)[C@H]1O.B.O1CCCC1.[N:18]([CH2:21][C:22]([C:24]1[C:32]2[S:31][C:30](=[O:33])[NH:29][C:28]=2[C:27]([OH:34])=[CH:26][CH:25]=1)=[O:23])=[N+:19]=[N-:20]. (4) Given the product [F:3][C:4]1[CH:9]=[C:8]([CH:10]([OH:31])[CH:11]([CH2:17][C:18]2[CH:23]=[CH:22][CH:21]=[C:20]([O:24][C:25]([F:30])([F:29])[CH:26]([F:28])[F:27])[CH:19]=2)[C:12]([O:14][CH2:15][CH3:16])=[O:13])[CH:7]=[CH:6][N:5]=1, predict the reactants needed to synthesize it. The reactants are: [BH4-].[Na+].[F:3][C:4]1[CH:9]=[C:8]([C:10](=[O:31])[CH:11]([CH2:17][C:18]2[CH:23]=[CH:22][CH:21]=[C:20]([O:24][C:25]([F:30])([F:29])[CH:26]([F:28])[F:27])[CH:19]=2)[C:12]([O:14][CH2:15][CH3:16])=[O:13])[CH:7]=[CH:6][N:5]=1.Cl.O. (5) Given the product [Cl:1][C:2]1[CH:7]=[C:6]([OH:25])[N:5]2[N:9]=[C:10]([C:21]([F:24])([F:23])[F:22])[C:11]([CH2:12][C:13]3[CH:18]=[CH:17][CH:16]=[C:15]([Cl:19])[C:14]=3[Cl:20])=[C:4]2[N:3]=1, predict the reactants needed to synthesize it. The reactants are: [Cl:1][C:2]1[CH:7]=[C:6](Cl)[N:5]2[N:9]=[C:10]([C:21]([F:24])([F:23])[F:22])[C:11]([CH2:12][C:13]3[CH:18]=[CH:17][CH:16]=[C:15]([Cl:19])[C:14]=3[Cl:20])=[C:4]2[N:3]=1.[OH-:25].[Na+]. (6) Given the product [Cl:1][C:2]1[C:3]([C:8]2[CH:9]=[C:10]3[C:14](=[CH:15][CH:16]=2)[NH:13][N:12]=[C:11]3[NH:17][C:18]2[S:19][C:20]([CH2:23][CH2:24][OH:25])=[CH:21][N:22]=2)=[N:4][CH:5]=[CH:6][CH:7]=1, predict the reactants needed to synthesize it. The reactants are: [Cl:1][C:2]1[C:3]([C:8]2[CH:9]=[C:10]3[C:14](=[CH:15][CH:16]=2)[NH:13][N:12]=[C:11]3[NH:17][C:18]2[S:19][C:20]([CH2:23][C:24](OCC)=[O:25])=[CH:21][N:22]=2)=[N:4][CH:5]=[CH:6][CH:7]=1.[BH4-].[Li+].Cl.C(=O)([O-])O.[Na+].